Predict the product of the given reaction. From a dataset of Forward reaction prediction with 1.9M reactions from USPTO patents (1976-2016). (1) Given the reactants I[C:2]1[CH:14]=[CH:13][C:5]2[C:6](=[O:12])[CH2:7][CH2:8][C:9](=[O:11])[NH:10][C:4]=2[CH:3]=1.[F-].[K+].[Sn](C)(C)(C)[CH3:18].CCOC(C)=O, predict the reaction product. The product is: [CH3:18][C:2]1[CH:14]=[CH:13][C:5]2[C:6](=[O:12])[CH2:7][CH2:8][C:9](=[O:11])[NH:10][C:4]=2[CH:3]=1. (2) Given the reactants [Li+].[BH4-].C[O:4][C:5]([C:7]1[CH:11]=[C:10]([C:12]2[S:13][C:14]([C:17]3[CH:22]=[CH:21][CH:20]=[C:19]([S:23]([CH3:26])(=[O:25])=[O:24])[CH:18]=3)=[CH:15][CH:16]=2)[N:9]([C:27]2[CH:32]=[CH:31][CH:30]=[CH:29][C:28]=2[Cl:33])[N:8]=1)=O.CC(C)=O.O, predict the reaction product. The product is: [Cl:33][C:28]1[CH:29]=[CH:30][CH:31]=[CH:32][C:27]=1[N:9]1[C:10]([C:12]2[S:13][C:14]([C:17]3[CH:22]=[CH:21][CH:20]=[C:19]([S:23]([CH3:26])(=[O:24])=[O:25])[CH:18]=3)=[CH:15][CH:16]=2)=[CH:11][C:7]([CH2:5][OH:4])=[N:8]1. (3) Given the reactants [C:1]([O:5][C:6]([N:8]1[CH2:13][CH2:12][CH2:11][CH:10]([CH2:14][OH:15])[CH2:9]1)=[O:7])([CH3:4])([CH3:3])[CH3:2].C[N+]1([O-])CCOCC1, predict the reaction product. The product is: [C:1]([O:5][C:6]([N:8]1[CH2:13][CH2:12][CH2:11][CH:10]([CH:14]=[O:15])[CH2:9]1)=[O:7])([CH3:4])([CH3:3])[CH3:2]. (4) The product is: [CH:11]1([C:17]2[C:18]3[CH:19]=[CH:20][C:21]([C:37]([O:39][CH3:40])=[O:38])=[CH:22][C:23]=3[N:24]3[CH2:30][CH:29]([CH:31]=[O:32])[CH2:28][C:27]4[CH:33]=[CH:34][CH:35]=[CH:36][C:26]=4[C:25]=23)[CH2:12][CH2:13][CH2:14][CH2:15][CH2:16]1. Given the reactants CS(C)=O.C(Cl)(=O)C(Cl)=O.[CH:11]1([C:17]2[C:18]3[CH:19]=[CH:20][C:21]([C:37]([O:39][CH3:40])=[O:38])=[CH:22][C:23]=3[N:24]3[CH2:30][CH:29]([CH2:31][OH:32])[CH2:28][C:27]4[CH:33]=[CH:34][CH:35]=[CH:36][C:26]=4[C:25]=23)[CH2:16][CH2:15][CH2:14][CH2:13][CH2:12]1.CCN(CC)CC, predict the reaction product. (5) Given the reactants Br[C:2]1[CH:24]=[C:23]([F:25])[CH:22]=[C:21]([F:26])[C:3]=1[O:4][CH2:5][C:6]([N:8]([CH:18]([CH3:20])[CH3:19])[NH:9][C:10](=[O:17])[C:11]1[CH:16]=[CH:15][CH:14]=[CH:13][CH:12]=1)=[O:7].C([O-])([O-])=O.[Na+].[Na+].[F:33][C:34]([F:46])([F:45])[O:35][C:36]1[CH:41]=[CH:40][CH:39]=[CH:38][C:37]=1B(O)O, predict the reaction product. The product is: [F:26][C:21]1[C:3]([O:4][CH2:5][C:6]([N:8]([CH:18]([CH3:20])[CH3:19])[NH:9][C:10](=[O:17])[C:11]2[CH:16]=[CH:15][CH:14]=[CH:13][CH:12]=2)=[O:7])=[C:2]([C:37]2[CH:38]=[CH:39][CH:40]=[CH:41][C:36]=2[O:35][C:34]([F:33])([F:46])[F:45])[CH:24]=[C:23]([F:25])[CH:22]=1. (6) Given the reactants [N:1]1[CH:6]=[CH:5][CH:4]=[CH:3][C:2]=1[CH2:7][N:8]1[CH:12]=[C:11]([C:13]([O:15]CC)=[O:14])[C:10]([C:18]([F:21])([F:20])[F:19])=[N:9]1.[OH-].[Na+].C(O)C, predict the reaction product. The product is: [N:1]1[CH:6]=[CH:5][CH:4]=[CH:3][C:2]=1[CH2:7][N:8]1[CH:12]=[C:11]([C:13]([OH:15])=[O:14])[C:10]([C:18]([F:21])([F:19])[F:20])=[N:9]1. (7) Given the reactants [C:1]([N:8]1[CH2:13][CH2:12][C:11]([C:17]2[CH:22]=[CH:21][CH:20]=[CH:19][CH:18]=2)([C:14]([OH:16])=[O:15])[CH2:10][CH2:9]1)([O:3][C:4]([CH3:7])([CH3:6])[CH3:5])=[O:2], predict the reaction product. The product is: [C:1]([N:8]1[CH2:9][CH2:10][C:11]([CH:17]2[CH2:22][CH2:21][CH2:20][CH2:19][CH2:18]2)([C:14]([OH:16])=[O:15])[CH2:12][CH2:13]1)([O:3][C:4]([CH3:7])([CH3:6])[CH3:5])=[O:2].